This data is from Catalyst prediction with 721,799 reactions and 888 catalyst types from USPTO. The task is: Predict which catalyst facilitates the given reaction. (1) Reactant: O.Cl.[NH2:3][C@H:4]([C:7]([OH:9])=[O:8])[CH2:5][SH:6].[O:10]1[CH2:15][CH2:14][CH:13]([CH:16]=O)[CH2:12][CH2:11]1.[OH-].[K+].CO. Product: [O:10]1[CH2:15][CH2:14][CH:13]([C@@H:16]2[NH:3][CH:4]([C:7]([OH:9])=[O:8])[CH2:5][S:6]2)[CH2:12][CH2:11]1. The catalyst class is: 6. (2) Reactant: CCN(CC)CC.[OH:8][C@@H:9]([CH3:28])[C@@H:10]([NH:14][C:15]([O:17][C:18]12[CH2:27][CH:22]3[CH2:23][CH:24]([CH2:26][CH:20]([CH2:21]3)[CH2:19]1)[CH2:25]2)=[O:16])[C:11]([OH:13])=O.CN(C(ON1N=NC2C=CC=CC1=2)=[N+](C)C)C.F[P-](F)(F)(F)(F)F. Product: [CH3:28][C@H:9]1[C@@H:10]([NH:14][C:15](=[O:16])[O:17][C:18]23[CH2:27][CH:22]4[CH2:21][CH:20]([CH2:26][CH:24]([CH2:23]4)[CH2:25]2)[CH2:19]3)[C:11](=[O:13])[O:8]1. The catalyst class is: 2. (3) Reactant: [Cl:1][C:2]1[CH:7]=[C:6]([Cl:8])[CH:5]=[CH:4][C:3]=1[C:9]1[N:10]([C:28]2[CH:33]=[CH:32][C:31]([OH:34])=[CH:30][CH:29]=2)[C:11]([CH3:27])=[C:12]([C:14]([NH:16][C:17]2[CH:22]=[CH:21][C:20]([C:23]([F:26])([F:25])[F:24])=[CH:19][N:18]=2)=[O:15])[N:13]=1.C(N(CC)CC)C.[F:42][C:43]([F:51])([F:50])[CH2:44][CH2:45][S:46](Cl)(=[O:48])=[O:47].O. Product: [F:42][C:43]([F:51])([F:50])[CH2:44][CH2:45][S:46]([O:34][C:31]1[CH:30]=[CH:29][C:28]([N:10]2[C:11]([CH3:27])=[C:12]([C:14]([NH:16][C:17]3[CH:22]=[CH:21][C:20]([C:23]([F:24])([F:25])[F:26])=[CH:19][N:18]=3)=[O:15])[N:13]=[C:9]2[C:3]2[CH:4]=[CH:5][C:6]([Cl:8])=[CH:7][C:2]=2[Cl:1])=[CH:33][CH:32]=1)(=[O:48])=[O:47]. The catalyst class is: 4. (4) Reactant: [CH3:1][C:2]1[CH:7]=[C:6]([CH:8]2[CH2:13][CH2:12][CH:11]([CH:14]([CH3:20])[C:15]([O:17]CC)=[O:16])[CH2:10][CH2:9]2)[CH:5]=[CH:4][N:3]=1.[Li+].[OH-].Cl. Product: [CH3:1][C:2]1[CH:7]=[C:6]([CH:8]2[CH2:9][CH2:10][CH:11]([CH:14]([CH3:20])[C:15]([OH:17])=[O:16])[CH2:12][CH2:13]2)[CH:5]=[CH:4][N:3]=1. The catalyst class is: 87.